Dataset: Forward reaction prediction with 1.9M reactions from USPTO patents (1976-2016). Task: Predict the product of the given reaction. Given the reactants [NH2:1][C:2]1[CH:3]=[C:4]2[C:9](=[CH:10][CH:11]=1)[N:8]=[C:7]([C:12]1[CH:17]=[C:16]([CH3:18])[C:15]([O:19][CH2:20][CH2:21][OH:22])=[C:14]([CH3:23])[CH:13]=1)[NH:6][C:5]2=[O:24].[C:25](OC(=O)C)(=[O:27])[CH3:26].C([O-])([O-])=O.[K+].[K+], predict the reaction product. The product is: [OH:22][CH2:21][CH2:20][O:19][C:15]1[C:16]([CH3:18])=[CH:17][C:12]([C:7]2[NH:6][C:5](=[O:24])[C:4]3[C:9](=[CH:10][CH:11]=[C:2]([NH:1][C:25](=[O:27])[CH3:26])[CH:3]=3)[N:8]=2)=[CH:13][C:14]=1[CH3:23].